Dataset: Forward reaction prediction with 1.9M reactions from USPTO patents (1976-2016). Task: Predict the product of the given reaction. Given the reactants [C:1]([O:5][C:6](=[O:15])[NH:7][C:8]1[C:9]([Cl:14])=[N:10][CH:11]=[CH:12][CH:13]=1)([CH3:4])([CH3:3])[CH3:2].[CH2:16](Br)[CH:17]=[CH2:18].C(=O)([O-])[O-].[Cs+].[Cs+], predict the reaction product. The product is: [C:1]([O:5][C:6](=[O:15])[N:7]([CH2:18][CH:17]=[CH2:16])[C:8]1[C:9]([Cl:14])=[N:10][CH:11]=[CH:12][CH:13]=1)([CH3:4])([CH3:2])[CH3:3].